From a dataset of Human Reference Interactome with 51,813 positive PPI pairs across 8,248 proteins, plus equal number of experimentally-validated negative pairs. Binary Classification. Given two protein amino acid sequences, predict whether they physically interact or not. (1) Protein 1 (ENSG00000144815) has sequence MWTNFFKLRLFCCLLAVLMVVVLVINVTQVEYLDHETVSATFIDSSGQFVSSQVTGISRNPYCGYDQQTLSSQERMEEDSLLAALHRQVPDVGPVPFVKSTDPSSSYFVILNSAAFFKVGSQLEVLVHVQDFQRKPKKYGGDYLQARIHSLKLQAGAVGRVVDYQNGFYKVFFTLLWPGKVKVSVSLVHPSEGIRVLQRLQEDKPDRVYFKSLFRSGRISETTECNVCLPGNLPLCNFTDLYTGEPWFCFKPKKLPCSSRITHFKGGYLKGLLTAAESAFFQSGVNIKMPVNSSGPDWVT.... Protein 2 (ENSG00000244476) has sequence MGLLLLVLILTPSLAAYRHPDFPLLEKAQQLLQSTGSPYSTNCWLCTSSSTETPGTAYPASPREWTSIEAELHISYRWDPNLKGLMRPANSLLSTVKQDFPDIRQKPPIFGPIFTNINLMGIAPICVMAKRKNGTNVGTLPSTVCNVTFTVDSNQQTYQTYTHNQFRHQPRFPKPPNITFPQGTLLDKSSRFCQGRPSSCSTRNFWFRPADYNQCLQISNLSSTAEWVLLDQTRNSLFWENKTKGANQSQTPCVQVLAGMTIATSYLGISAVSEFFGTSLTPLFHFHISTCLKTQGAFYI.... Result: 1 (the proteins interact). (2) Protein 2 (ENSG00000152359) has sequence MSSDEEKYSLPVVQNDSSRGSSVSSNLQEEYEELLHYAIVTPNIEPCASQSSHPKGELVPDVRISTIHDILHSQGNNSEVRETAIEVGKGCDFHISSHSKTDESSPVLSPRKPSHPVMDFFSSHLLADSSSPATNSSHTDAHEILVSDFLVSDENLQKMENVLDLWSSGLKTNIISELSKWRLNFIDWHRMEMRKEKEKHAAHLKQLCNQINELKELQKTFEISIGRKDEVISSLSHAIGKQKEKIELMRTFFHWRIGHVRARQDVYEGKLADQYYQRTLLKKVWKVWRSVVQKQWKDVV.... Result: 0 (the proteins do not interact). Protein 1 (ENSG00000064607) has sequence MAARRITQETFDAVLQEKAKRYHMDASGEAVSETLQFKAQDLLRAVPRSRAEMYDDVHSDGRYSLSGSVAHSRDAGREGLRSDVFPGPSFRSSNPSISDDSYFRKECGRDLEFSHSDSRDQVIGHRKLGHFRSQDWKFALRGSWEQDFGHPVSQESSWSQEYSFGPSAVLGDFGSSRLIEKECLEKESRDYDVDHPGEADSVLRGGSQVQARGRALNIVDQEGSLLGKGETQGLLTAKGGVGKLVTLRNVSTKKIPTVNRITPKTQGTNQIQKNTPSPDVTLGTNPGTEDIQFPIQKIPL.... (3) Protein 1 (ENSG00000023734) has sequence MAMRQTPLTCSGHTRPVVDLAFSGITPYGYFLISACKGAGQHLPRLSGQHDGKPMLRQGDTGDWIGTFLGHKGAVWGATLNKDATKAATAAADFTAKVWDAVSGDELMTLAHKHIVKTVDFTQDSNYLLTGGQDKLLRIYDLNKPEAEPKEISGHTSGIKKALWCSEDKQILSADDKTVRLWDHATMTEVKSLNFNMSVSSMEYIPEGEILVITYGRSIAFHSAVSLDPIKSFEAPATINSASLHPEKEFLVAGGEDFKLYKYDYNSGEELESYKGHFGPIHCVRFSPDGELYASGSEDG.... Protein 2 (ENSG00000105662) has sequence MATSNNPRKFSEKIALHNQKQAEETAAFEEVMKDLSLTRAARLQLQKSQYLQLGPSRGQYYGGSLPNVNQIGSGTMDLPFQTPFQSSGLDTSRTTRHHGLVDRVYRERGRLGSPHRRPLSVDKHGRQADSCPYGTMYLSPPADTSWRRTNSDSALHQSTMTPTQPESFSSGSQDVHQKRVLLLTVPGMEETTSEADKNLSKQAWDTKKTGSRPKSCEVPGINIFPSADQENTTALIPATHNTGGSLPDLTNIHFPSPLPTPLDPEEPTFPALSSSSSTGNLAANLTHLGIGGAGQGMSTP.... Result: 0 (the proteins do not interact).